Dataset: Forward reaction prediction with 1.9M reactions from USPTO patents (1976-2016). Task: Predict the product of the given reaction. (1) Given the reactants [CH3:1][O:2][C:3]1[CH:8]=[CH:7][C:6]([S:9]([N:12]([CH2:24][C:25]2[CH:26]=[N:27][CH:28]=[CH:29][CH:30]=2)[C@H:13]([CH2:21][CH2:22][F:23])[C:14]([O:16]C(C)(C)C)=[O:15])(=[O:11])=[O:10])=[CH:5][CH:4]=1.FC(F)(F)C(O)=O, predict the reaction product. The product is: [CH3:1][O:2][C:3]1[CH:4]=[CH:5][C:6]([S:9]([N:12]([CH2:24][C:25]2[CH:26]=[N:27][CH:28]=[CH:29][CH:30]=2)[C@H:13]([CH2:21][CH2:22][F:23])[C:14]([OH:16])=[O:15])(=[O:11])=[O:10])=[CH:7][CH:8]=1. (2) Given the reactants [F:1][C:2]1[CH:7]=[CH:6][C:5]([C@@:8]([CH3:26])([CH2:21][CH2:22][CH:23]([CH3:25])[CH3:24])[C:9](N[C@H](C2C=CC=CC=2)CO)=[O:10])=[CH:4][CH:3]=1.S(=O)(=O)(O)[OH:28], predict the reaction product. The product is: [F:1][C:2]1[CH:3]=[CH:4][C:5]([C@@:8]([CH3:26])([CH2:21][CH2:22][CH:23]([CH3:25])[CH3:24])[C:9]([OH:10])=[O:28])=[CH:6][CH:7]=1. (3) Given the reactants [N:1]1[CH:6]=[CH:5][CH:4]=[C:3]([NH:7][C:8](=[O:15])OCC(Cl)(Cl)Cl)[CH:2]=1.Cl.Cl.[F:18][C:19]1[CH:24]=[CH:23][CH:22]=[C:21]([F:25])[C:20]=1[C:26]1[CH:31]=[CH:30][N:29]=[C:28]([N:32]2[CH2:37][CH2:36][NH:35][CH2:34][CH2:33]2)[N:27]=1, predict the reaction product. The product is: [F:18][C:19]1[CH:24]=[CH:23][CH:22]=[C:21]([F:25])[C:20]=1[C:26]1[CH:31]=[CH:30][N:29]=[C:28]([N:32]2[CH2:37][CH2:36][N:35]([C:8]([NH:7][C:3]3[CH:2]=[N:1][CH:6]=[CH:5][CH:4]=3)=[O:15])[CH2:34][CH2:33]2)[N:27]=1. (4) The product is: [C:3]1([CH2:9][O:10][C:11]2[CH:16]=[CH:15][C:14]([C:22]3[CH:27]=[CH:26][N:25]=[CH:24][CH:23]=3)=[CH:13][CH:12]=2)[CH:8]=[CH:7][CH:6]=[CH:5][CH:4]=1. Given the reactants N#N.[C:3]1([CH2:9][O:10][C:11]2[CH:16]=[CH:15][C:14](B(O)O)=[CH:13][CH:12]=2)[CH:8]=[CH:7][CH:6]=[CH:5][CH:4]=1.Br.Br[C:22]1[CH:27]=[CH:26][N:25]=[CH:24][CH:23]=1.C([O-])([O-])=O.[Na+].[Na+], predict the reaction product.